From a dataset of Full USPTO retrosynthesis dataset with 1.9M reactions from patents (1976-2016). Predict the reactants needed to synthesize the given product. (1) Given the product [CH2:23]([O:22][C:21]1[C:20](=[O:30])[CH:19]=[CH:18][N:17]2[CH:12]([CH2:11][CH2:10][OH:9])[CH2:13][N:14]([CH2:32][C:33]3[CH:38]=[CH:37][C:36]([F:39])=[CH:35][CH:34]=3)[C:15](=[O:31])[C:16]=12)[C:24]1[CH:29]=[CH:28][CH:27]=[CH:26][CH:25]=1, predict the reactants needed to synthesize it. The reactants are: [H-].[H-].[H-].[H-].[Li+].[Al+3].C([O:9][C:10](=O)[CH2:11][CH:12]1[N:17]2[CH:18]=[CH:19][C:20](=[O:30])[C:21]([O:22][CH2:23][C:24]3[CH:29]=[CH:28][CH:27]=[CH:26][CH:25]=3)=[C:16]2[C:15](=[O:31])[N:14]([CH2:32][C:33]2[CH:38]=[CH:37][C:36]([F:39])=[CH:35][CH:34]=2)[CH2:13]1)C. (2) Given the product [S:37]1[C:38]2[CH:44]=[CH:43][CH:42]=[CH:41][C:39]=2[N:40]=[C:36]1[O:32][C:30]1[CH:29]=[C:19]([CH:18]=[C:17]([O:16][C@@H:14]([CH3:15])[CH2:13][O:12][Si:11]([C:8]([CH3:9])([CH3:10])[CH3:7])([CH3:34])[CH3:33])[CH:31]=1)[C:20]([NH:22][C:23]1[CH:27]=[CH:26][N:25]([CH3:28])[N:24]=1)=[O:21], predict the reactants needed to synthesize it. The reactants are: C(=O)([O-])[O-].[Cs+].[Cs+].[CH3:7][C:8]([Si:11]([CH3:34])([CH3:33])[O:12][CH2:13][C@@H:14]([O:16][C:17]1[CH:18]=[C:19]([CH:29]=[C:30]([OH:32])[CH:31]=1)[C:20]([NH:22][C:23]1[CH:27]=[CH:26][N:25]([CH3:28])[N:24]=1)=[O:21])[CH3:15])([CH3:10])[CH3:9].Br[C:36]1[S:37][C:38]2[CH:44]=[CH:43][CH:42]=[CH:41][C:39]=2[N:40]=1. (3) Given the product [Cl:1][C:2]1[CH:11]=[CH:10][C:9]2[C:4](=[CH:5][CH:6]=[C:7]([Cl:13])[C:8]=2[NH:12][C:23](=[O:24])[CH2:22][CH:19]2[CH2:18][CH2:17][CH:16]([C:15]([F:26])([F:14])[F:27])[CH2:21][CH2:20]2)[N:3]=1, predict the reactants needed to synthesize it. The reactants are: [Cl:1][C:2]1[CH:11]=[CH:10][C:9]2[C:8]([NH2:12])=[C:7]([Cl:13])[CH:6]=[CH:5][C:4]=2[N:3]=1.[F:14][C:15]([F:27])([F:26])[CH:16]1[CH2:21][CH2:20][CH:19]([CH2:22][C:23](O)=[O:24])[CH2:18][CH2:17]1. (4) Given the product [Cl:1][CH2:2][CH2:3][CH2:4][S:5]([NH2:13])(=[O:7])=[O:6].[S:5]1(=[O:7])(=[O:6])[CH2:4][CH2:3][CH2:2][NH:13]1, predict the reactants needed to synthesize it. The reactants are: [Cl:1][CH2:2][CH2:3][CH2:4][S:5](Cl)(=[O:7])=[O:6].C(Cl)Cl.[OH-].[NH4+:13]. (5) Given the product [N:1]1[CH:6]=[CH:5][CH:4]=[CH:3][C:2]=1[C:7]1[N:11]=[C:10]([C:12]2[CH:13]=[C:14]([OH:20])[CH:15]=[C:16]([C:18]#[N:19])[CH:17]=2)[O:9][N:8]=1, predict the reactants needed to synthesize it. The reactants are: [N:1]1[CH:6]=[CH:5][CH:4]=[CH:3][C:2]=1[C:7]1[N:11]=[C:10]([C:12]2[CH:17]=[C:16]([C:18]#[N:19])[CH:15]=[C:14]([O:20]CC=C)[CH:13]=2)[O:9][N:8]=1.B(Cl)(Cl)Cl. (6) Given the product [NH2:8][C@@H:9]1[CH2:14][CH2:13][CH2:12][N:11]([C:15]2[N:23]([CH2:24][CH:25]=[C:26]([CH3:28])[CH3:27])[C:22]3[C:21](=[O:29])[N:20]([CH2:30][C:31]([C:33]4[CH:38]=[CH:37][CH:36]=[C:35]([O:39][CH3:40])[CH:34]=4)=[O:32])[CH:19]=[N:18][C:17]=3[CH:16]=2)[CH2:10]1, predict the reactants needed to synthesize it. The reactants are: C(OC([NH:8][C@@H:9]1[CH2:14][CH2:13][CH2:12][N:11]([C:15]2[N:23]([CH2:24][CH:25]=[C:26]([CH3:28])[CH3:27])[C:22]3[C:21](=[O:29])[N:20]([CH2:30][C:31]([C:33]4[CH:38]=[CH:37][CH:36]=[C:35]([O:39][CH3:40])[CH:34]=4)=[O:32])[CH:19]=[N:18][C:17]=3[C:16]=2C(O)=O)[CH2:10]1)=O)(C)(C)C.C(O)(C(F)(F)F)=O. (7) Given the product [C:1]([C:5]1[CH:6]=[C:7]([C:11]2([NH:30][CH2:43][CH:41]([OH:42])[CH2:40][CH2:39][C:34]3[CH:35]=[C:36]([F:38])[CH:37]=[C:32]([F:31])[CH:33]=3)[CH2:19][CH2:18][C:17]3[C:13](=[CH:14][N:15]([S:20]([C:23]4[CH:28]=[CH:27][C:26]([CH3:29])=[CH:25][CH:24]=4)(=[O:22])=[O:21])[N:16]=3)[CH2:12]2)[CH:8]=[CH:9][CH:10]=1)([CH3:4])([CH3:3])[CH3:2], predict the reactants needed to synthesize it. The reactants are: [C:1]([C:5]1[CH:6]=[C:7]([C:11]2([NH2:30])[CH2:19][CH2:18][C:17]3[C:13](=[CH:14][N:15]([S:20]([C:23]4[CH:28]=[CH:27][C:26]([CH3:29])=[CH:25][CH:24]=4)(=[O:22])=[O:21])[N:16]=3)[CH2:12]2)[CH:8]=[CH:9][CH:10]=1)([CH3:4])([CH3:3])[CH3:2].[F:31][C:32]1[CH:33]=[C:34]([CH2:39][CH2:40][CH:41]2[CH2:43][O:42]2)[CH:35]=[C:36]([F:38])[CH:37]=1.